This data is from Full USPTO retrosynthesis dataset with 1.9M reactions from patents (1976-2016). The task is: Predict the reactants needed to synthesize the given product. (1) Given the product [Cl:10][C:11]1[CH:19]=[CH:18][CH:17]2[CH:13]([C:14]([C:20]#[N:21])=[N:15][N:16]2[CH2:7][CH3:8])[CH:12]=1, predict the reactants needed to synthesize it. The reactants are: C(=O)([O-])[O-].[K+].[K+].[CH2:7](Br)[CH3:8].[Cl:10][C:11]1[CH:12]=[C:13]2[C:17](=[CH:18][CH:19]=1)[NH:16][N:15]=[C:14]2[C:20]#[N:21]. (2) Given the product [CH3:20][C@:17]12[C@@:16]3([CH3:21])[C@@H:7]([C@:8]4([CH3:34])[C@@H:13]([CH2:14][CH2:15]3)[C:12]([CH3:23])([CH3:22])[C:11]([C:24]3[CH:33]=[CH:32][C:27]([C:28]([OH:30])=[O:29])=[CH:26][CH:25]=3)=[CH:10][CH2:9]4)[CH2:6][CH2:5][C@@H:4]1[C@H:3]1[C@H:35]([C:38]([CH3:40])=[CH2:39])[CH2:36][CH2:37][C@:2]1([NH:1][C:89](=[O:90])[C:88](=[O:87])[NH:92][C:93]1[S:94][CH:95]=[CH:96][N:97]=1)[CH2:19][CH2:18]2, predict the reactants needed to synthesize it. The reactants are: [NH2:1][C@:2]12[CH2:37][CH2:36][C@@H:35]([C:38]([CH3:40])=[CH2:39])[C@@H:3]1[C@@H:4]1[C@@:17]([CH3:20])([CH2:18][CH2:19]2)[C@@:16]2([CH3:21])[C@@H:7]([C@:8]3([CH3:34])[C@@H:13]([CH2:14][CH2:15]2)[C:12]([CH3:23])([CH3:22])[C:11]([C:24]2[CH:33]=[CH:32][C:27]([C:28]([O:30]C)=[O:29])=[CH:26][CH:25]=2)=[CH:10][CH2:9]3)[CH2:6][CH2:5]1.CN(C)CCC(N[C@]12CC[C@@H](C(C)=C)[C@@H]1[C@@H]1[C@@](C)(CC2)[C@@]2(C)[C@@H]([C@]3(C)[C@@H](CC2)C(C)(C)C(C2C=CC(C(O)=O)=CC=2)=CC3)CC1)=O.[O:87]=[C:88]([NH:92][C:93]1[S:94][CH:95]=[CH:96][N:97]=1)[C:89](O)=[O:90]. (3) Given the product [OH:32][CH2:31][CH2:30][NH:29][C:17](=[O:19])[C:16]1[CH:20]=[CH:21][C:13]([C@H:5]([C:6]2[CH:11]=[CH:10][CH:9]=[CH:8][C:7]=2[CH3:12])[CH2:4]/[C:3](=[N:2]\[OH:1])/[C:22]2[CH:27]=[CH:26][N:25]=[C:24]([CH3:28])[CH:23]=2)=[CH:14][CH:15]=1, predict the reactants needed to synthesize it. The reactants are: [OH:1]/[N:2]=[C:3](/[C:22]1[CH:27]=[CH:26][N:25]=[C:24]([CH3:28])[CH:23]=1)\[CH2:4][C@H:5]([C:13]1[CH:21]=[CH:20][C:16]([C:17]([OH:19])=O)=[CH:15][CH:14]=1)[C:6]1[CH:11]=[CH:10][CH:9]=[CH:8][C:7]=1[CH3:12].[NH2:29][CH2:30][CH2:31][OH:32].F[P-](F)(F)(F)(F)F.N1(O[P+](N(C)C)(N(C)C)N(C)C)C2C=CC=CC=2N=N1. (4) Given the product [Cl:1][C:2]1[CH:3]=[CH:4][C:5]([OH:11])=[C:6]([CH:10]=1)[C:7]([NH:15][C:14]1[CH:16]=[CH:17][CH:18]=[C:19]([C:20]([F:21])([F:22])[F:23])[C:13]=1[CH3:12])=[O:9], predict the reactants needed to synthesize it. The reactants are: [Cl:1][C:2]1[CH:10]=[C:6]([C:7]([OH:9])=O)[C:5]([OH:11])=[CH:4][CH:3]=1.[CH3:12][C:13]1[C:19]([C:20]([F:23])([F:22])[F:21])=[CH:18][CH:17]=[CH:16][C:14]=1[NH2:15].